From a dataset of Forward reaction prediction with 1.9M reactions from USPTO patents (1976-2016). Predict the product of the given reaction. (1) Given the reactants [C:1]([CH2:4][CH2:5][C:6]1[C:10]([CH3:11])=[C:9]([CH:12]=O)[NH:8][C:7]=1[CH3:14])([OH:3])=[O:2].[I:15][C:16]1[CH:17]=[C:18]2[C:22](=[CH:23][CH:24]=1)[NH:21][C:20](=[O:25])[CH2:19]2.N1CCCCC1, predict the reaction product. The product is: [I:15][C:16]1[CH:17]=[C:18]2[C:22](=[CH:23][CH:24]=1)[NH:21][C:20](=[O:25])[C:19]2=[CH:12][C:9]1[NH:8][C:7]([CH3:14])=[C:6]([CH2:5][CH2:4][C:1]([OH:3])=[O:2])[C:10]=1[CH3:11]. (2) The product is: [CH3:1][C:2]1[CH:7]=[C:6]([CH3:8])[NH:5][C:4](=[O:9])[C:3]=1[CH2:10][NH:11][C:12](=[O:36])[C:13]1[CH:18]=[C:17]([C:19]2[CH:20]=[N:21][C:22]([CH2:25][N:38]([CH3:39])[CH3:37])=[CH:23][CH:24]=2)[CH:16]=[C:15]([N:27]([CH3:34])[CH:28]2[CH2:29][CH2:30][O:31][CH2:32][CH2:33]2)[C:14]=1[CH3:35]. Given the reactants [CH3:1][C:2]1[CH:7]=[C:6]([CH3:8])[NH:5][C:4](=[O:9])[C:3]=1[CH2:10][NH:11][C:12](=[O:36])[C:13]1[CH:18]=[C:17]([C:19]2[CH:20]=[N:21][C:22]([CH:25]=O)=[CH:23][CH:24]=2)[CH:16]=[C:15]([N:27]([CH3:34])[CH:28]2[CH2:33][CH2:32][O:31][CH2:30][CH2:29]2)[C:14]=1[CH3:35].[CH3:37][NH:38][CH3:39].C(O)(=O)C.C([BH3-])#N.[Na+], predict the reaction product. (3) Given the reactants [CH3:1][N:2]1[CH:6]=[C:5]([C:7]([OH:9])=O)[N:4]=[CH:3]1.F[P-](F)(F)(F)(F)F.CN(C(=[N+](C)C)ON1C2=NC=CC=C2N=N1)C.[Br:34][C:35]1[N:40]=[C:39]([NH:41][C@H:42]2[CH2:47][CH2:46][CH2:45][C@@H:44]([NH2:48])[CH2:43]2)[C:38]([F:49])=[CH:37][C:36]=1[F:50].C(N(CC)C(C)C)(C)C, predict the reaction product. The product is: [Br:34][C:35]1[N:40]=[C:39]([NH:41][C@H:42]2[CH2:47][CH2:46][CH2:45][C@@H:44]([NH:48][C:7]([C:5]3[N:4]=[CH:3][N:2]([CH3:1])[CH:6]=3)=[O:9])[CH2:43]2)[C:38]([F:49])=[CH:37][C:36]=1[F:50]. (4) Given the reactants [C:1]1([CH:7]=[CH:8][C:9]([NH:11][C@H:12]([C:14]2[CH:15]=[C:16](OS(C(F)(F)F)(=O)=O)[CH:17]=[CH:18][CH:19]=2)[CH3:13])=[O:10])[CH:6]=[CH:5][CH:4]=[CH:3][CH:2]=1.[CH:28]12[CH2:34][CH:31]([NH:32][CH2:33]1)[CH2:30][O:29]2.C(=O)([O-])[O-].[K+].[K+].C(N(CC)CC)C, predict the reaction product. The product is: [CH:28]12[CH2:34][CH:31]([N:32]([C:16]3[CH:15]=[C:14]([C@@H:12]([NH:11][C:9](=[O:10])[CH:8]=[CH:7][C:1]4[CH:6]=[CH:5][CH:4]=[CH:3][CH:2]=4)[CH3:13])[CH:19]=[CH:18][CH:17]=3)[CH2:33]1)[CH2:30][O:29]2. (5) Given the reactants [Si:1](Cl)([C:14]([CH3:17])([CH3:16])[CH3:15])([C:8]1[CH:13]=[CH:12][CH:11]=[CH:10][CH:9]=1)[C:2]1[CH:7]=[CH:6][CH:5]=[CH:4][CH:3]=1.[OH:19][CH2:20][C:21]1([C@H:24]2[CH2:28][C:27](=[O:29])[N:26]([C@H:30]([C:32]3[CH:37]=[CH:36][CH:35]=[CH:34][CH:33]=3)[CH3:31])[CH2:25]2)[CH2:23][CH2:22]1.N1C=CN=C1, predict the reaction product. The product is: [O:19]([CH2:20][C:21]1([C@H:24]2[CH2:28][C:27](=[O:29])[N:26]([C@H:30]([C:32]3[CH:33]=[CH:34][CH:35]=[CH:36][CH:37]=3)[CH3:31])[CH2:25]2)[CH2:22][CH2:23]1)[Si:1]([C:14]([CH3:17])([CH3:16])[CH3:15])([C:8]1[CH:13]=[CH:12][CH:11]=[CH:10][CH:9]=1)[C:2]1[CH:7]=[CH:6][CH:5]=[CH:4][CH:3]=1.